From a dataset of NCI-60 drug combinations with 297,098 pairs across 59 cell lines. Regression. Given two drug SMILES strings and cell line genomic features, predict the synergy score measuring deviation from expected non-interaction effect. (1) Cell line: LOX IMVI. Synergy scores: CSS=1.43, Synergy_ZIP=-4.40, Synergy_Bliss=-3.66, Synergy_Loewe=-12.7, Synergy_HSA=-7.63. Drug 2: CC1=C(C=C(C=C1)C(=O)NC2=CC(=CC(=C2)C(F)(F)F)N3C=C(N=C3)C)NC4=NC=CC(=N4)C5=CN=CC=C5. Drug 1: C1CN1P(=S)(N2CC2)N3CC3. (2) Drug 1: CC1=CC2C(CCC3(C2CCC3(C(=O)C)OC(=O)C)C)C4(C1=CC(=O)CC4)C. Drug 2: C1CN1P(=S)(N2CC2)N3CC3. Cell line: A549. Synergy scores: CSS=37.9, Synergy_ZIP=-10.5, Synergy_Bliss=0.839, Synergy_Loewe=-23.7, Synergy_HSA=4.28. (3) Drug 1: CCC1=CC2CC(C3=C(CN(C2)C1)C4=CC=CC=C4N3)(C5=C(C=C6C(=C5)C78CCN9C7C(C=CC9)(C(C(C8N6C)(C(=O)OC)O)OC(=O)C)CC)OC)C(=O)OC.C(C(C(=O)O)O)(C(=O)O)O. Drug 2: CS(=O)(=O)OCCCCOS(=O)(=O)C. Cell line: SR. Synergy scores: CSS=78.0, Synergy_ZIP=1.65, Synergy_Bliss=1.67, Synergy_Loewe=-1.66, Synergy_HSA=3.41. (4) Drug 1: CNC(=O)C1=NC=CC(=C1)OC2=CC=C(C=C2)NC(=O)NC3=CC(=C(C=C3)Cl)C(F)(F)F. Drug 2: C1=CN(C=N1)CC(O)(P(=O)(O)O)P(=O)(O)O. Cell line: HCT-15. Synergy scores: CSS=0.283, Synergy_ZIP=2.53, Synergy_Bliss=-1.75, Synergy_Loewe=-3.52, Synergy_HSA=-7.11. (5) Drug 1: CCN(CC)CCCC(C)NC1=C2C=C(C=CC2=NC3=C1C=CC(=C3)Cl)OC. Drug 2: CCC1(C2=C(COC1=O)C(=O)N3CC4=CC5=C(C=CC(=C5CN(C)C)O)N=C4C3=C2)O.Cl. Cell line: HCT-15. Synergy scores: CSS=28.2, Synergy_ZIP=-4.60, Synergy_Bliss=2.00, Synergy_Loewe=-20.1, Synergy_HSA=-3.33. (6) Drug 1: CC12CCC(CC1=CCC3C2CCC4(C3CC=C4C5=CN=CC=C5)C)O. Drug 2: C(CC(=O)O)C(=O)CN.Cl. Cell line: MCF7. Synergy scores: CSS=7.09, Synergy_ZIP=-2.01, Synergy_Bliss=-0.523, Synergy_Loewe=-6.55, Synergy_HSA=-1.40. (7) Drug 1: C1=C(C(=O)NC(=O)N1)F. Drug 2: CC1=C2C(C(=O)C3(C(CC4C(C3C(C(C2(C)C)(CC1OC(=O)C(C(C5=CC=CC=C5)NC(=O)C6=CC=CC=C6)O)O)OC(=O)C7=CC=CC=C7)(CO4)OC(=O)C)O)C)OC(=O)C. Cell line: DU-145. Synergy scores: CSS=38.8, Synergy_ZIP=-8.92, Synergy_Bliss=-9.27, Synergy_Loewe=-7.58, Synergy_HSA=-4.18. (8) Drug 1: CS(=O)(=O)C1=CC(=C(C=C1)C(=O)NC2=CC(=C(C=C2)Cl)C3=CC=CC=N3)Cl. Drug 2: CC1=C2C(C(=O)C3(C(CC4C(C3C(C(C2(C)C)(CC1OC(=O)C(C(C5=CC=CC=C5)NC(=O)OC(C)(C)C)O)O)OC(=O)C6=CC=CC=C6)(CO4)OC(=O)C)O)C)O. Cell line: HCT-15. Synergy scores: CSS=31.8, Synergy_ZIP=16.4, Synergy_Bliss=20.9, Synergy_Loewe=18.5, Synergy_HSA=19.7. (9) Drug 1: CC1=CC=C(C=C1)C2=CC(=NN2C3=CC=C(C=C3)S(=O)(=O)N)C(F)(F)F. Drug 2: C1CN(P(=O)(OC1)NCCCl)CCCl. Cell line: LOX IMVI. Synergy scores: CSS=0.224, Synergy_ZIP=2.01, Synergy_Bliss=2.03, Synergy_Loewe=-2.62, Synergy_HSA=-2.48. (10) Cell line: SNB-19. Synergy scores: CSS=0.161, Synergy_ZIP=0.658, Synergy_Bliss=1.21, Synergy_Loewe=1.51, Synergy_HSA=0.521. Drug 1: CCC(=C(C1=CC=CC=C1)C2=CC=C(C=C2)OCCN(C)C)C3=CC=CC=C3.C(C(=O)O)C(CC(=O)O)(C(=O)O)O. Drug 2: C1CN(P(=O)(OC1)NCCCl)CCCl.